This data is from Catalyst prediction with 721,799 reactions and 888 catalyst types from USPTO. The task is: Predict which catalyst facilitates the given reaction. Reactant: CN1CCOCC1.ON1C2C=CC=CC=2N=N1.CCN=C=NCCCN(C)C.Cl.[O:30]1[CH2:35][CH2:34][CH:33]([CH2:36][NH2:37])[CH2:32][CH2:31]1.Cl.[Cl:39][C:40]1[CH:41]=[C:42]([NH:46][C:47]2[CH:55]=[CH:54][C:50]([C:51](O)=[O:52])=[C:49]([C:56]([F:59])([F:58])[F:57])[N:48]=2)[CH:43]=[CH:44][CH:45]=1. Product: [Cl:39][C:40]1[CH:41]=[C:42]([NH:46][C:47]2[CH:55]=[CH:54][C:50]([C:51]([NH:37][CH2:36][CH:33]3[CH2:34][CH2:35][O:30][CH2:31][CH2:32]3)=[O:52])=[C:49]([C:56]([F:58])([F:57])[F:59])[N:48]=2)[CH:43]=[CH:44][CH:45]=1. The catalyst class is: 2.